From a dataset of NCI-60 drug combinations with 297,098 pairs across 59 cell lines. Regression. Given two drug SMILES strings and cell line genomic features, predict the synergy score measuring deviation from expected non-interaction effect. (1) Cell line: DU-145. Synergy scores: CSS=36.1, Synergy_ZIP=-6.76, Synergy_Bliss=-5.08, Synergy_Loewe=-0.668, Synergy_HSA=0.509. Drug 1: C1=NC2=C(N1)C(=S)N=C(N2)N. Drug 2: CC1CCC2CC(C(=CC=CC=CC(CC(C(=O)C(C(C(=CC(C(=O)CC(OC(=O)C3CCCCN3C(=O)C(=O)C1(O2)O)C(C)CC4CCC(C(C4)OC)OCCO)C)C)O)OC)C)C)C)OC. (2) Drug 1: CCC1=C2CN3C(=CC4=C(C3=O)COC(=O)C4(CC)O)C2=NC5=C1C=C(C=C5)O. Drug 2: CC12CCC3C(C1CCC2O)C(CC4=C3C=CC(=C4)O)CCCCCCCCCS(=O)CCCC(C(F)(F)F)(F)F. Cell line: OVCAR-4. Synergy scores: CSS=11.9, Synergy_ZIP=-0.0887, Synergy_Bliss=0.384, Synergy_Loewe=-1.48, Synergy_HSA=0.386. (3) Drug 1: CC1=C(C=C(C=C1)NC2=NC=CC(=N2)N(C)C3=CC4=NN(C(=C4C=C3)C)C)S(=O)(=O)N.Cl. Drug 2: CC1CCC2CC(C(=CC=CC=CC(CC(C(=O)C(C(C(=CC(C(=O)CC(OC(=O)C3CCCCN3C(=O)C(=O)C1(O2)O)C(C)CC4CCC(C(C4)OC)OCCO)C)C)O)OC)C)C)C)OC. Cell line: HCC-2998. Synergy scores: CSS=-10.8, Synergy_ZIP=2.43, Synergy_Bliss=-6.10, Synergy_Loewe=-27.5, Synergy_HSA=-17.1.